This data is from Full USPTO retrosynthesis dataset with 1.9M reactions from patents (1976-2016). The task is: Predict the reactants needed to synthesize the given product. (1) The reactants are: [C:1](=[O:39])([O:9][CH:10]([CH2:21][CH2:22][CH2:23][CH2:24][CH2:25][CH2:26][CH2:27]/[CH:28]=[CH:29]\[CH2:30][C@H:31]([OH:38])[CH2:32][CH2:33][CH2:34][CH2:35][CH2:36][CH3:37])[CH2:11][CH2:12][CH2:13][CH2:14][CH2:15][CH2:16][CH2:17][CH2:18][CH2:19][CH3:20])[O:2][CH2:3][CH2:4][CH2:5][N:6]([CH3:8])[CH3:7].O.C1(C)C=CC(S(O)(=O)=O)=CC=1.[O:52]1[CH:57]=[CH:56][CH2:55][CH2:54][CH2:53]1. Given the product [C:1](=[O:39])([O:9][CH:10]([CH2:21][CH2:22][CH2:23][CH2:24][CH2:25][CH2:26][CH2:27]/[CH:28]=[CH:29]\[CH2:30][C@H:31]([O:38][CH:53]1[CH2:54][CH2:55][CH2:56][CH2:57][O:52]1)[CH2:32][CH2:33][CH2:34][CH2:35][CH2:36][CH3:37])[CH2:11][CH2:12][CH2:13][CH2:14][CH2:15][CH2:16][CH2:17][CH2:18][CH2:19][CH3:20])[O:2][CH2:3][CH2:4][CH2:5][N:6]([CH3:8])[CH3:7], predict the reactants needed to synthesize it. (2) Given the product [NH:3]1[C:11]2[C:6](=[CH:7][CH:8]=[CH:9][CH:10]=2)[C:5]([C:12]2[CH:17]=[CH:16][N:15]=[C:14]([NH:18][C:19]3[CH:24]=[C:23]([NH2:25])[C:22]([N:28]4[CH2:33][CH2:32][N:31]([CH3:34])[CH2:30][CH2:29]4)=[CH:21][C:20]=3[O:35][CH3:36])[N:13]=2)=[CH:4]1, predict the reactants needed to synthesize it. The reactants are: [NH4+].[Cl-].[NH:3]1[C:11]2[C:6](=[CH:7][CH:8]=[CH:9][CH:10]=2)[C:5]([C:12]2[CH:17]=[CH:16][N:15]=[C:14]([NH:18][C:19]3[CH:24]=[C:23]([N+:25]([O-])=O)[C:22]([N:28]4[CH2:33][CH2:32][N:31]([CH3:34])[CH2:30][CH2:29]4)=[CH:21][C:20]=3[O:35][CH3:36])[N:13]=2)=[CH:4]1. (3) The reactants are: [Cl:1][C:2]1[C:3]([O:25][C:26]2[CH:31]=[CH:30][C:29]([O:32][C:33]([F:36])([F:35])[F:34])=[CH:28][C:27]=2[C:37]2[C:38]([N+:48]([O-])=O)=[N:39][N:40](C3CCCCO3)[CH:41]=2)=[CH:4][C:5]([F:24])=[C:6]([S:8]([N:11]([C:19]2[N:20]=[CH:21][S:22][CH:23]=2)C(=O)OC(C)(C)C)(=[O:10])=[O:9])[CH:7]=1.[Cl-:51].[NH4+]. Given the product [ClH:1].[ClH:51].[NH2:48][C:38]1[C:37]([C:27]2[CH:28]=[C:29]([O:32][C:33]([F:34])([F:35])[F:36])[CH:30]=[CH:31][C:26]=2[O:25][C:3]2[C:2]([Cl:1])=[CH:7][C:6]([S:8]([NH:11][C:19]3[N:20]=[CH:21][S:22][CH:23]=3)(=[O:9])=[O:10])=[C:5]([F:24])[CH:4]=2)=[CH:41][NH:40][N:39]=1, predict the reactants needed to synthesize it. (4) Given the product [Cl:1][C:2]1[CH:3]=[C:4]([C@H:9]([NH:14][C:15]([NH:17][C:18]2[N:23]=[C:22]([CH2:24][OH:25])[C:21]3[C:26]([O:29][CH3:30])=[N:27][NH:28][C:20]=3[CH:19]=2)=[O:16])[C:10]([OH:13])([CH3:11])[CH3:12])[CH:5]=[CH:6][C:7]=1[Cl:8], predict the reactants needed to synthesize it. The reactants are: [Cl:1][C:2]1[CH:3]=[C:4]([CH:9]([NH:14][C:15]([NH:17][C:18]2[N:23]=[C:22]([CH2:24][OH:25])[C:21]3[C:26]([O:29][CH3:30])=[N:27][NH:28][C:20]=3[CH:19]=2)=[O:16])[C:10]([OH:13])([CH3:12])[CH3:11])[CH:5]=[CH:6][C:7]=1[Cl:8].C(O)(C(F)(F)F)=O. (5) Given the product [ClH:8].[Br:1][C:2]1[CH:3]=[N:4][CH:5]=[C:6]([F:9])[C:7]=1[Cl:8], predict the reactants needed to synthesize it. The reactants are: [Br:1][C:2]1[CH:3]=[N:4][CH:5]=[C:6]([F:9])[C:7]=1[Cl:8].Cl. (6) Given the product [Si:1]([O:8][CH2:9][C:10]1[C:11]2[N:12]([N:16]=[C:17]([C:19]([F:20])([F:21])[F:22])[CH:18]=2)[C:13]([I:28])=[CH:14][CH:15]=1)([C:4]([CH3:7])([CH3:5])[CH3:6])([CH3:3])[CH3:2], predict the reactants needed to synthesize it. The reactants are: [Si:1]([O:8][CH2:9][C:10]1[C:11]2[N:12]([N:16]=[C:17]([C:19]([F:22])([F:21])[F:20])[CH:18]=2)[CH:13]=[CH:14][CH:15]=1)([C:4]([CH3:7])([CH3:6])[CH3:5])([CH3:3])[CH3:2].C([Li])CCC.[I:28]C(I)C.[Cl-].[NH4+].